From a dataset of Reaction yield outcomes from USPTO patents with 853,638 reactions. Predict the reaction yield, written as a fraction of the theoretical maximum amount of product (1.0 means a 100% yield; for example, 0.34 means a 34% yield). (1) The reactants are [C:1]([N:8]1[CH2:12][C@H:11](OS(C)(=O)=O)[CH2:10][C@H:9]1[C:18]([O:20][CH3:21])=[O:19])([O:3][C:4]([CH3:7])([CH3:6])[CH3:5])=[O:2].[N-:22]=[N+:23]=[N-:24].[Na+]. The catalyst is CN(C=O)C. The product is [C:1]([N:8]1[CH2:12][C@@H:11]([N:22]=[N+:23]=[N-:24])[CH2:10][C@H:9]1[C:18]([O:20][CH3:21])=[O:19])([O:3][C:4]([CH3:7])([CH3:6])[CH3:5])=[O:2]. The yield is 0.800. (2) The reactants are Cl.[CH3:2][N:3]1[CH2:7][CH2:6][C:5]2([CH2:12][CH2:11][CH2:10][NH:9][CH2:8]2)[C:4]1=[O:13].C(N(CC)CC)C.[Cl:21][C:22]1[CH:27]=[C:26]([C:28]([F:31])([F:30])[F:29])[CH:25]=[CH:24][C:23]=1[S:32](Cl)(=[O:34])=[O:33]. The catalyst is ClCCl. The product is [Cl:21][C:22]1[CH:27]=[C:26]([C:28]([F:30])([F:29])[F:31])[CH:25]=[CH:24][C:23]=1[S:32]([N:9]1[CH2:10][CH2:11][CH2:12][C:5]2([C:4](=[O:13])[N:3]([CH3:2])[CH2:7][CH2:6]2)[CH2:8]1)(=[O:34])=[O:33]. The yield is 0.580. (3) The reactants are C(OC(=O)[NH:7][CH2:8][CH2:9][C:10]1[CH:15]=[CH:14][C:13]([O:16][C:17]2[CH:22]=[CH:21][C:20]([F:23])=[CH:19][CH:18]=2)=[CH:12][CH:11]=1)(C)(C)C.C(O)(C(F)(F)F)=O. The catalyst is ClCCl.C([O-])(O)=O.[Na+]. The product is [F:23][C:20]1[CH:21]=[CH:22][C:17]([O:16][C:13]2[CH:14]=[CH:15][C:10]([CH2:9][CH2:8][NH2:7])=[CH:11][CH:12]=2)=[CH:18][CH:19]=1. The yield is 0.940. (4) The reactants are OS(O)(=O)=O.[CH:6]1[C:11]([C:12]2[CH:13]=[CH:14][C:15]([F:19])=[CH:16][C:17]=2[F:18])=[CH:10][C:9]([C:20]([OH:22])=[O:21])=[C:8]([OH:23])[CH:7]=1.[CH3:24][CH2:25]O. The catalyst is C(Cl)Cl. The product is [F:18][C:17]1[CH:16]=[C:15]([F:19])[CH:14]=[CH:13][C:12]=1[C:11]1[CH:6]=[CH:7][C:8]([OH:23])=[C:9]([C:20]([O:22][CH2:24][CH3:25])=[O:21])[CH:10]=1. The yield is 0.780. (5) The reactants are [Cl:1][C:2]1[CH:18]=[CH:17][C:5]2[CH2:6][CH2:7][N:8]([C:11](=[O:16])[C:12]([F:15])([F:14])[F:13])[CH2:9][CH2:10][C:4]=2[C:3]=1OS(C(F)(F)F)(=O)=O.[C:27]1([C:33]2[CH:34]=[C:35]([CH:38]=[CH:39][CH:40]=2)[CH2:36][NH2:37])[CH:32]=[CH:31][CH:30]=[CH:29][CH:28]=1.C1C=CC(P(C2C(C3C(P(C4C=CC=CC=4)C4C=CC=CC=4)=CC=C4C=3C=CC=C4)=C3C(C=CC=C3)=CC=2)C2C=CC=CC=2)=CC=1.C(=O)([O-])[O-].[Cs+].[Cs+]. The catalyst is C1(C)C=CC=CC=1.C([O-])(=O)C.[Pd+2].C([O-])(=O)C.C1C=CC(/C=C/C(/C=C/C2C=CC=CC=2)=O)=CC=1.C1C=CC(/C=C/C(/C=C/C2C=CC=CC=2)=O)=CC=1.C1C=CC(/C=C/C(/C=C/C2C=CC=CC=2)=O)=CC=1.[Pd].[Pd]. The product is [Cl:1][C:2]1[CH:18]=[CH:17][C:5]2[CH2:6][CH2:7][N:8]([C:11](=[O:16])[C:12]([F:15])([F:14])[F:13])[CH2:9][CH2:10][C:4]=2[C:3]=1[NH:37][CH2:36][C:35]1[CH:38]=[CH:39][CH:40]=[C:33]([C:27]2[CH:32]=[CH:31][CH:30]=[CH:29][CH:28]=2)[CH:34]=1. The yield is 0.790. (6) The reactants are [C:1]([C:5]1[N:10]=[C:9]([N:11]2[CH2:16][CH2:15][N:14]([CH2:17][CH2:18][CH2:19][CH2:20][NH2:21])[CH2:13][CH2:12]2)[CH:8]=[C:7]([C:22]([F:25])([F:24])[F:23])[N:6]=1)([CH3:4])([CH3:3])[CH3:2].C1N=CN([C:31]([N:33]2[CH:37]=N[CH:35]=[CH:34]2)=[O:32])C=1.[C:38]1([C:44]2([C:50]#[N:51])CCNC[CH2:45]2)[CH:43]=[CH:42][CH:41]=[CH:40][CH:39]=1. The catalyst is C(Cl)(Cl)Cl.CO. The product is [C:1]([C:5]1[N:10]=[C:9]([N:11]2[CH2:16][CH2:15][N:14]([CH2:17][CH2:18][CH2:19][CH2:20][NH:21][C:31]([N:33]3[CH2:34][CH2:35][C:44]([C:50]#[N:51])([C:38]4[CH:43]=[CH:42][CH:41]=[CH:40][CH:39]=4)[CH2:45][CH2:37]3)=[O:32])[CH2:13][CH2:12]2)[CH:8]=[C:7]([C:22]([F:24])([F:25])[F:23])[N:6]=1)([CH3:4])([CH3:2])[CH3:3]. The yield is 0.390. (7) The reactants are [CH3:1][C:2]([CH3:21])([CH3:20])[C@@H:3]([C:16]([O:18]C)=[O:17])[NH:4][C:5]([O:7][C@@H:8]1[CH2:10][C@H:9]1[CH2:11][CH2:12][CH2:13][CH:14]=[CH2:15])=[O:6].O[Li].O. The catalyst is CO.O. The product is [CH3:1][C:2]([CH3:21])([CH3:20])[C@@H:3]([C:16]([OH:18])=[O:17])[NH:4][C:5]([O:7][C@@H:8]1[CH2:10][C@H:9]1[CH2:11][CH2:12][CH2:13][CH:14]=[CH2:15])=[O:6]. The yield is 0.980.